Dataset: Forward reaction prediction with 1.9M reactions from USPTO patents (1976-2016). Task: Predict the product of the given reaction. (1) Given the reactants [CH2:1]([N:8]([CH2:29][C@@H:30]([C:32]1[CH:37]=[CH:36][C:35]([Cl:38])=[C:34]([N+:39]([O-])=O)[CH:33]=1)[OH:31])[CH2:9][CH2:10][O:11][C:12]1[CH:20]=[C:19]2[C:15]([C:16]([Cl:28])=[N:17][N:18]2[C:21]([O:23][C:24]([CH3:27])([CH3:26])[CH3:25])=[O:22])=[CH:14][CH:13]=1)[C:2]1[CH:7]=[CH:6][CH:5]=[CH:4][CH:3]=1, predict the reaction product. The product is: [NH2:39][C:34]1[CH:33]=[C:32]([C@@H:30]([OH:31])[CH2:29][N:8]([CH2:1][C:2]2[CH:7]=[CH:6][CH:5]=[CH:4][CH:3]=2)[CH2:9][CH2:10][O:11][C:12]2[CH:20]=[C:19]3[C:15]([C:16]([Cl:28])=[N:17][N:18]3[C:21]([O:23][C:24]([CH3:27])([CH3:26])[CH3:25])=[O:22])=[CH:14][CH:13]=2)[CH:37]=[CH:36][C:35]=1[Cl:38]. (2) Given the reactants [C:1]([O:5][C:6]([N:8]1[CH2:13][CH2:12][C:11]([CH2:15][C:16]#[N:17])([CH3:14])[CH2:10][CH2:9]1)=[O:7])([CH3:4])([CH3:3])[CH3:2].[H][H], predict the reaction product. The product is: [C:1]([O:5][C:6]([N:8]1[CH2:13][CH2:12][C:11]([CH2:15][CH2:16][NH2:17])([CH3:14])[CH2:10][CH2:9]1)=[O:7])([CH3:4])([CH3:3])[CH3:2]. (3) The product is: [N:21]1([C:2]2[C:3]3[N:11]=[C:10]([C:12]4[CH:17]=[CH:16][C:15]([O:18][CH3:19])=[C:14]([CH3:20])[CH:13]=4)[CH:9]=[CH:8][C:4]=3[N:5]=[CH:6][N:7]=2)[CH2:26][CH2:25][NH:24][CH2:23][CH2:22]1. Given the reactants Cl[C:2]1[C:3]2[N:11]=[C:10]([C:12]3[CH:17]=[CH:16][C:15]([O:18][CH3:19])=[C:14]([CH3:20])[CH:13]=3)[CH:9]=[CH:8][C:4]=2[N:5]=[CH:6][N:7]=1.[NH:21]1[CH2:26][CH2:25][NH:24][CH2:23][CH2:22]1, predict the reaction product. (4) Given the reactants C(N(CC)CC)C.[F:8][C:9]1[CH:10]=[C:11]([CH2:17][CH2:18][C:19]([O:21][CH2:22][CH3:23])=[O:20])[CH:12]=[C:13]([OH:16])[C:14]=1[F:15].[F:24][C:25]([F:38])([F:37])[S:26](O[S:26]([C:25]([F:38])([F:37])[F:24])(=[O:28])=[O:27])(=[O:28])=[O:27], predict the reaction product. The product is: [F:8][C:9]1[CH:10]=[C:11]([CH2:17][CH2:18][C:19]([O:21][CH2:22][CH3:23])=[O:20])[CH:12]=[C:13]([O:16][S:26]([C:25]([F:38])([F:37])[F:24])(=[O:28])=[O:27])[C:14]=1[F:15]. (5) Given the reactants [Br:1][C:2]1[CH:3]=[C:4]([N+:11]([O-:13])=[O:12])[C:5]([OH:10])=[C:6]([CH:9]=1)[CH:7]=O.[C:14]([NH:17][CH2:18][C:19](O)=[O:20])(=[O:16])[CH3:15], predict the reaction product. The product is: [Br:1][C:2]1[CH:3]=[C:4]([N+:11]([O-:13])=[O:12])[C:5]2[O:10][C:19](=[O:20])[C:18]([NH:17][C:14](=[O:16])[CH3:15])=[CH:7][C:6]=2[CH:9]=1. (6) Given the reactants BrC1C=CC2C3C=C4C(CCCCCCCC)(CCCCCCCC)C5C(=CC=C(Br)C=5)C4=CC=3C(CCCCCCCC)(CCCCCCCC)C=2C=1.BrC1C=CC(N(C2C=CC(Br)=CC=2)C2C=C[C:66]([C:69](C)([CH3:72])[C:70]#[N:71])=CC=2)=CC=1.[CH3:81][C:82]1([CH3:122])[C:86]([CH3:88])([CH3:87])[O:85][B:84]([C:89]2[CH:94]=[CH:93][C:92]([N:95]([C:107]3[CH:112]=[CH:111][C:110]([B:113]4[O:117][C:116]([CH3:119])([CH3:118])[C:115]([CH3:121])([CH3:120])[O:114]4)=[CH:109][CH:108]=3)[C:96]3[CH:101]=[CH:100][C:99]([C:102]([CH3:106])([CH3:105])[C:103]#[N:104])=[CH:98][CH:97]=3)=[CH:91][CH:90]=2)[O:83]1.P([O-])([O-])([O-])=O.[K+].[K+].[K+], predict the reaction product. The product is: [CH3:120][C:115]1([CH3:121])[C:116]([CH3:118])([CH3:119])[O:117][B:113]([C:110]2[CH:111]=[CH:112][C:107]([N:95]([C:92]3[CH:91]=[CH:90][C:89]([B:84]4[O:85][C:86]([CH3:88])([CH3:87])[C:82]([CH3:122])([CH3:81])[O:83]4)=[CH:94][CH:93]=3)[C:96]3[CH:97]=[CH:98][C:99]([C:102]([CH3:105])([CH3:106])[C:103]#[N:104])=[CH:100][CH:101]=3)=[CH:108][CH:109]=2)[O:114]1.[CH:69]([C:70]#[N:71])([CH3:72])[CH3:66]. (7) Given the reactants [F:1][C:2]1[CH:8]=[CH:7][CH:6]=[C:5]([F:9])[C:3]=1[NH2:4].[Br:10]Br, predict the reaction product. The product is: [Br:10][C:7]1[CH:8]=[C:2]([F:1])[C:3]([NH2:4])=[C:5]([F:9])[CH:6]=1.